This data is from Full USPTO retrosynthesis dataset with 1.9M reactions from patents (1976-2016). The task is: Predict the reactants needed to synthesize the given product. (1) Given the product [N+:8]([C:7]1[C:2]2[N:1]=[C:21]([SH:22])[O:11][C:3]=2[CH:4]=[CH:5][CH:6]=1)([O-:10])=[O:9], predict the reactants needed to synthesize it. The reactants are: [NH2:1][C:2]1[C:7]([N+:8]([O-:10])=[O:9])=[CH:6][CH:5]=[CH:4][C:3]=1[OH:11].C(N(C(C)C)C(C)C)C.[C:21](Cl)(Cl)=[S:22].CCO. (2) Given the product [CH2:1]([O:3][C:4]([C:6]1([NH:15][C:16](=[O:25])[C:17]2[CH:22]=[CH:21][CH:20]=[C:19]([CH3:23])[C:18]=2[CH:30]=[CH:29][CH2:28][O:27][CH3:26])[CH2:14][C:13]2[C:8](=[CH:9][CH:10]=[CH:11][CH:12]=2)[CH2:7]1)=[O:5])[CH3:2], predict the reactants needed to synthesize it. The reactants are: [CH2:1]([O:3][C:4]([C:6]1([NH:15][C:16](=[O:25])[C:17]2[CH:22]=[CH:21][CH:20]=[C:19]([CH3:23])[C:18]=2I)[CH2:14][C:13]2[C:8](=[CH:9][CH:10]=[CH:11][CH:12]=2)[CH2:7]1)=[O:5])[CH3:2].[CH3:26][O:27][CH2:28][CH:29]=[CH:30]B(O)O.C([O-])([O-])=O.[K+].[K+].